Dataset: CYP1A2 inhibition data for predicting drug metabolism from PubChem BioAssay. Task: Regression/Classification. Given a drug SMILES string, predict its absorption, distribution, metabolism, or excretion properties. Task type varies by dataset: regression for continuous measurements (e.g., permeability, clearance, half-life) or binary classification for categorical outcomes (e.g., BBB penetration, CYP inhibition). Dataset: cyp1a2_veith. (1) The drug is COc1ccc(C2C(=O)N(C3CCCCC3)CC(=O)N2CC2COc3ccccc3O2)cc1. The result is 0 (non-inhibitor). (2) The molecule is CCC(CC)C(=O)Nc1c2c(nn1-c1ccc(OC)cc1)CS(=O)(=O)C2. The result is 0 (non-inhibitor). (3) The molecule is CCOc1cc(/C=N/NC(=O)CN2CCCCC2)ccc1OCc1ccccc1. The result is 0 (non-inhibitor).